This data is from Reaction yield outcomes from USPTO patents with 853,638 reactions. The task is: Predict the reaction yield, written as a fraction of the theoretical maximum amount of product (1.0 means a 100% yield; for example, 0.34 means a 34% yield). (1) The reactants are [CH2:1]([NH:3][C:4]1[CH:5]=[C:6]([N:13]2[CH2:18][CH2:17][N:16]([C:19]([O:21][C:22]([CH3:25])([CH3:24])[CH3:23])=[O:20])[CH2:15][CH2:14]2)[CH:7]=[CH:8][C:9]=1[N+:10]([O-])=O)[CH3:2].CCO.O.NN. The catalyst is CCO.C1COCC1.[Ni]. The product is [NH2:10][C:9]1[CH:8]=[CH:7][C:6]([N:13]2[CH2:18][CH2:17][N:16]([C:19]([O:21][C:22]([CH3:23])([CH3:24])[CH3:25])=[O:20])[CH2:15][CH2:14]2)=[CH:5][C:4]=1[NH:3][CH2:1][CH3:2]. The yield is 0.930. (2) The reactants are [OH:1][CH:2]([C:6]1[S:7][CH:8]=[CH:9][CH:10]=1)[CH2:3][C:4]#[N:5].C(OC=C)(=O)C. The catalyst is C(OC(C)C)(C)C. The product is [OH:1][C@H:2]([C:6]1[S:7][CH:8]=[CH:9][CH:10]=1)[CH2:3][C:4]#[N:5]. The yield is 0.420.